Dataset: NCI-60 drug combinations with 297,098 pairs across 59 cell lines. Task: Regression. Given two drug SMILES strings and cell line genomic features, predict the synergy score measuring deviation from expected non-interaction effect. (1) Drug 1: CCC1(CC2CC(C3=C(CCN(C2)C1)C4=CC=CC=C4N3)(C5=C(C=C6C(=C5)C78CCN9C7C(C=CC9)(C(C(C8N6C=O)(C(=O)OC)O)OC(=O)C)CC)OC)C(=O)OC)O.OS(=O)(=O)O. Drug 2: C1C(C(OC1N2C=NC3=C(N=C(N=C32)Cl)N)CO)O. Cell line: SNB-19. Synergy scores: CSS=38.1, Synergy_ZIP=-7.73, Synergy_Bliss=-4.17, Synergy_Loewe=-3.69, Synergy_HSA=-1.32. (2) Drug 1: C1=C(C(=O)NC(=O)N1)N(CCCl)CCCl. Drug 2: C(CCl)NC(=O)N(CCCl)N=O. Cell line: SK-MEL-2. Synergy scores: CSS=10.8, Synergy_ZIP=-2.17, Synergy_Bliss=0.483, Synergy_Loewe=-1.05, Synergy_HSA=-1.05. (3) Drug 1: C1=CC(=CC=C1CCCC(=O)O)N(CCCl)CCCl. Drug 2: C(CCl)NC(=O)N(CCCl)N=O. Cell line: OVCAR-4. Synergy scores: CSS=-2.14, Synergy_ZIP=1.86, Synergy_Bliss=2.05, Synergy_Loewe=-1.07, Synergy_HSA=-0.687. (4) Drug 1: CC1=C(C=C(C=C1)NC(=O)C2=CC=C(C=C2)CN3CCN(CC3)C)NC4=NC=CC(=N4)C5=CN=CC=C5. Drug 2: CCC1(C2=C(COC1=O)C(=O)N3CC4=CC5=C(C=CC(=C5CN(C)C)O)N=C4C3=C2)O.Cl. Cell line: HCT-15. Synergy scores: CSS=14.6, Synergy_ZIP=2.46, Synergy_Bliss=9.83, Synergy_Loewe=-30.1, Synergy_HSA=2.19. (5) Drug 1: CN(CC1=CN=C2C(=N1)C(=NC(=N2)N)N)C3=CC=C(C=C3)C(=O)NC(CCC(=O)O)C(=O)O. Drug 2: C1=NC2=C(N=C(N=C2N1C3C(C(C(O3)CO)O)O)F)N. Cell line: A549. Synergy scores: CSS=40.8, Synergy_ZIP=0.595, Synergy_Bliss=-2.65, Synergy_Loewe=-8.80, Synergy_HSA=-8.68.